Dataset: Catalyst prediction with 721,799 reactions and 888 catalyst types from USPTO. Task: Predict which catalyst facilitates the given reaction. (1) Reactant: [F:1][C:2]1([C:15](OCC)=[O:16])[CH2:7][CH2:6][N:5]([C:8]([O:10][C:11]([CH3:14])([CH3:13])[CH3:12])=[O:9])[CH2:4][CH2:3]1.[H-].[Al+3].[Li+].[H-].[H-].[H-]. Product: [F:1][C:2]1([CH2:15][OH:16])[CH2:3][CH2:4][N:5]([C:8]([O:10][C:11]([CH3:12])([CH3:13])[CH3:14])=[O:9])[CH2:6][CH2:7]1. The catalyst class is: 7. (2) Reactant: [CH3:1][O:2][C:3](=[O:29])[C:4]1[CH:9]=[CH:8][C:7]([CH2:10][C:11]2([CH2:21][C:22]3[CH:27]=[CH:26][C:25]([Br:28])=[CH:24][CH:23]=3)C(=O)OC(C)(C)[O:13][C:12]2=O)=[CH:6][CH:5]=1.[O:30]1[C:35]2=[CH:36][CH:37]=[CH:38][C:34]2=[CH:33][CH:32]=[C:31]1[NH:39][C:40]1[CH:45]=[CH:44][CH:43]=[CH:42][CH:41]=1. Product: [CH3:1][O:2][C:3](=[O:29])[C:4]1[CH:5]=[CH:6][C:7]([CH2:10][CH:11]([C:12](=[O:13])[N:39]([C:31]2[O:30][C:35]3=[CH:36][CH:37]=[CH:38][C:34]3=[CH:33][CH:32]=2)[C:40]2[CH:41]=[CH:42][CH:43]=[CH:44][CH:45]=2)[CH2:21][C:22]2[CH:23]=[CH:24][C:25]([Br:28])=[CH:26][CH:27]=2)=[CH:8][CH:9]=1. The catalyst class is: 179. (3) Reactant: [CH:1]12[CH2:7][CH:4]([NH:5][CH2:6]1)[CH2:3][N:2]2[C:8]1[N:13]2[CH:14]=[CH:15][N:16]=[C:12]2[CH:11]=[C:10]([C:17]2[CH:22]=[CH:21][N:20]=[C:19]([NH:23][CH:24]([C:26]3[CH:31]=[CH:30][CH:29]=[CH:28][CH:27]=3)[CH3:25])[CH:18]=2)[N:9]=1.[CH:32](=O)[CH:33]([CH3:35])[CH3:34].CO. Product: [CH2:32]([N:5]1[CH2:6][C@@H:1]2[CH2:7][C@H:4]1[CH2:3][N:2]2[C:8]1[N:13]2[CH:14]=[CH:15][N:16]=[C:12]2[CH:11]=[C:10]([C:17]2[CH:22]=[CH:21][N:20]=[C:19]([NH:23][C@H:24]([C:26]3[CH:27]=[CH:28][CH:29]=[CH:30][CH:31]=3)[CH3:25])[CH:18]=2)[N:9]=1)[CH:33]([CH3:35])[CH3:34]. The catalyst class is: 373. (4) Reactant: [CH3:1][C:2]1[CH:15]=[C:14]2[C:5]([CH:6]([CH2:16][C:17]([OH:19])=[O:18])[CH2:7][C:8]32[CH2:13][CH2:12][NH:11][CH2:10][CH2:9]3)=[CH:4][CH:3]=1.[CH:20]12[CH2:29][CH:24]3[CH2:25][CH:26]([CH2:28][CH:22]([CH2:23]3)[CH:21]1[N:30]=[C:31]=[O:32])[CH2:27]2.CCN(C(C)C)C(C)C. Product: [CH:22]12[CH2:28][CH:26]3[CH2:25][CH:24]([CH2:29][CH:20]([CH2:27]3)[CH:21]1[NH:30][C:31]([N:11]1[CH2:10][CH2:9][C:8]3([C:14]4[C:5](=[CH:4][CH:3]=[C:2]([CH3:1])[CH:15]=4)[CH:6]([CH2:16][C:17]([OH:19])=[O:18])[CH2:7]3)[CH2:13][CH2:12]1)=[O:32])[CH2:23]2. The catalyst class is: 91. (5) Reactant: [CH:1]([C:3]1[S:11][C:10]2[C:9](=[O:12])[C:8]([C:13]([O:15][CH2:16][CH3:17])=[O:14])=[CH:7][NH:6][C:5]=2[C:4]=1[CH3:18])=[O:2].[C:19](=O)([O-])[O-].[K+].[K+].CI. Product: [CH:1]([C:3]1[S:11][C:10]2[C:9](=[O:12])[C:8]([C:13]([O:15][CH2:16][CH3:17])=[O:14])=[CH:7][N:6]([CH3:19])[C:5]=2[C:4]=1[CH3:18])=[O:2]. The catalyst class is: 18. (6) Reactant: Cl[C:2]1[C:11]2[C:6](=[CH:7][C:8]([O:13][CH3:14])=[C:9]([F:12])[CH:10]=2)[C:5]([N:15]2[CH2:20][CH2:19][O:18][CH2:17][CH2:16]2)=[CH:4][N:3]=1.[F-:21].[Cs+]. Product: [F:21][C:2]1[C:11]2[C:6](=[CH:7][C:8]([O:13][CH3:14])=[C:9]([F:12])[CH:10]=2)[C:5]([N:15]2[CH2:20][CH2:19][O:18][CH2:17][CH2:16]2)=[CH:4][N:3]=1. The catalyst class is: 58. (7) Reactant: Br[C:2]1[CH:3]=[C:4]2[C:9](=[CH:10][CH:11]=1)[N:8]=[CH:7][C:6]([C:12]([O:14][CH3:15])=[O:13])=[CH:5]2.[CH2:16](B(O)O)[CH2:17][C:18]1[CH:23]=[CH:22][CH:21]=[CH:20][CH:19]=1.C(=O)([O-])[O-].[K+].[K+].O1CCOCC1. Product: [CH2:16]([C:2]1[CH:3]=[C:4]2[C:9](=[CH:10][CH:11]=1)[N:8]=[CH:7][C:6]([C:12]([O:14][CH3:15])=[O:13])=[CH:5]2)[CH2:17][C:18]1[CH:23]=[CH:22][CH:21]=[CH:20][CH:19]=1. The catalyst class is: 263. (8) Reactant: [I:1][C:2]1[CH:7]=[CH:6][C:5]([NH2:8])=[C:4]([NH2:9])[CH:3]=1.O.[N:11]#[C:12]Br. Product: [I:1][C:2]1[CH:7]=[CH:6][C:5]2[N:8]=[C:12]([NH2:11])[NH:9][C:4]=2[CH:3]=1. The catalyst class is: 5. (9) Reactant: [CH2:1]([C@H:4]1[CH2:9][CH2:8][C@H:7]([CH:10]2[CH2:15][CH2:14][CH:13]([OH:16])[CH:12]=[CH:11]2)[CH2:6][CH2:5]1)[CH2:2][CH3:3].[H-].[Na+].[I-].[K+].[CH2:21]([C@H:26]1[CH2:31][CH2:30][C@H:29]([CH2:32]Br)[CH2:28][CH2:27]1)[CH2:22][CH2:23][CH2:24][CH3:25]. The catalyst class is: 20. Product: [CH2:1]([C@H:4]1[CH2:5][CH2:6][C@H:7]([CH:10]2[CH:15]=[CH:14][CH:13]([O:16][CH2:32][C@H:29]3[CH2:30][CH2:31][C@H:26]([CH2:21][CH2:22][CH2:23][CH2:24][CH3:25])[CH2:27][CH2:28]3)[CH2:12][CH2:11]2)[CH2:8][CH2:9]1)[CH2:2][CH3:3].